This data is from Forward reaction prediction with 1.9M reactions from USPTO patents (1976-2016). The task is: Predict the product of the given reaction. (1) Given the reactants [F:1][C:2]1[CH:7]=[CH:6][C:5]([N:8]2[C:16]3[C:11](=[CH:12][C:13]([CH2:17][OH:18])=[CH:14][CH:15]=3)[CH:10]=[N:9]2)=[CH:4][CH:3]=1.CC(OI1(OC(C)=O)(OC(C)=O)OC(=O)C2C=CC=CC1=2)=O, predict the reaction product. The product is: [F:1][C:2]1[CH:3]=[CH:4][C:5]([N:8]2[C:16]3[C:11](=[CH:12][C:13]([CH:17]=[O:18])=[CH:14][CH:15]=3)[CH:10]=[N:9]2)=[CH:6][CH:7]=1. (2) Given the reactants [CH3:1][O:2][C:3]([C@@H:5]1[CH2:18][C@H:17]([OH:19])[C:16](=[O:20])[C@H:15]2[C@@:6]1([CH3:28])[CH2:7][CH2:8][C@H:9]1[C@:14]2([CH3:21])[CH2:13][C@@H:12]([C:22]2[CH:26]=[CH:25][O:24][CH:23]=2)[O:11][C:10]1=[O:27])=[O:4].C[Si](Cl)(C)C.[C:34]1([N:40]=[C:41]=[O:42])[CH:39]=[CH:38][CH:37]=[CH:36][CH:35]=1, predict the reaction product. The product is: [CH3:1][O:2][C:3]([C@@H:5]1[CH2:18][C@H:17]([O:19][C:41](=[O:42])[NH:40][C:34]2[CH:39]=[CH:38][CH:37]=[CH:36][CH:35]=2)[C:16](=[O:20])[C@H:15]2[C@@:6]1([CH3:28])[CH2:7][CH2:8][C@@H:9]1[C@:14]2([CH3:21])[CH2:13][C@@H:12]([C:22]2[CH:26]=[CH:25][O:24][CH:23]=2)[O:11][C:10]1=[O:27])=[O:4]. (3) Given the reactants [Br:1][C:2]1[CH:3]=[C:4]([S:8](Cl)(=[O:10])=[O:9])[CH:5]=[N:6][CH:7]=1.[NH:12]([CH2:16][CH2:17][OH:18])[CH2:13][CH2:14][OH:15], predict the reaction product. The product is: [OH:15][CH2:14][CH2:13][N:12]([CH2:16][CH2:17][OH:18])[S:8]([C:4]1[CH:5]=[N:6][CH:7]=[C:2]([Br:1])[CH:3]=1)(=[O:10])=[O:9]. (4) Given the reactants [Cl:1][C:2]1[CH:3]=[C:4]([CH:15]=[C:16]([Cl:18])[CH:17]=1)[CH2:5][C:6]1[C:7]([CH2:13][CH3:14])=[N:8][NH:9][C:10]=1[CH2:11][CH3:12].Cl.Cl[CH2:21][CH2:22][CH2:23][NH2:24], predict the reaction product. The product is: [Cl:1][C:2]1[CH:3]=[C:4]([CH:15]=[C:16]([Cl:18])[CH:17]=1)[CH2:5][C:6]1[C:10]([CH2:11][CH3:12])=[N:9][N:8]([CH2:21][CH2:22][CH2:23][NH2:24])[C:7]=1[CH2:13][CH3:14].